From a dataset of Forward reaction prediction with 1.9M reactions from USPTO patents (1976-2016). Predict the product of the given reaction. (1) Given the reactants [CH2:1]([O:8][C:9]1[CH:14]=[CH:13][C:12](Br)=[CH:11][CH:10]=1)[C:2]1[CH:7]=[CH:6][CH:5]=[CH:4][CH:3]=1.C([Li])CCC.CON(C)[C:24](=[O:37])[C:25]1[CH:30]=[C:29]([O:31][CH3:32])[CH:28]=[CH:27][C:26]=1[O:33][CH2:34][O:35][CH3:36], predict the reaction product. The product is: [CH2:1]([O:8][C:9]1[CH:14]=[CH:13][C:12]([C:24]([C:25]2[CH:30]=[C:29]([O:31][CH3:32])[CH:28]=[CH:27][C:26]=2[O:33][CH2:34][O:35][CH3:36])=[O:37])=[CH:11][CH:10]=1)[C:2]1[CH:7]=[CH:6][CH:5]=[CH:4][CH:3]=1. (2) Given the reactants Br[C:2]1[CH:7]=[CH:6][C:5]([C:8]2[N:12]([CH2:13][CH:14]([CH3:16])[CH3:15])[N:11]=[C:10]([C:17]([O:19][CH2:20][CH3:21])=[O:18])[CH:9]=2)=[CH:4][CH:3]=1.[CH3:22][S:23]([C:26]1[CH:31]=[C:30](B2OC(C)(C)C(C)(C)O2)[CH:29]=[CH:28][C:27]=1[CH2:41][OH:42])(=[O:25])=[O:24].C([O-])([O-])=O.[Na+].[Na+], predict the reaction product. The product is: [OH:42][CH2:41][C:27]1[CH:28]=[CH:29][C:30]([C:2]2[CH:7]=[CH:6][C:5]([C:8]3[N:12]([CH2:13][CH:14]([CH3:16])[CH3:15])[N:11]=[C:10]([C:17]([O:19][CH2:20][CH3:21])=[O:18])[CH:9]=3)=[CH:4][CH:3]=2)=[CH:31][C:26]=1[S:23]([CH3:22])(=[O:25])=[O:24]. (3) Given the reactants I[C:2]1[CH:11]=[C:10]2[C:5]([CH:6]=[C:7]([C:18]3[CH:19]=[CH:20][C:21]4[O:26][CH2:25][C:24](=[O:27])[NH:23][C:22]=4[CH:28]=3)[CH:8]([C:12]3[CH:17]=[CH:16][CH:15]=[CH:14][CH:13]=3)[O:9]2)=[CH:4][CH:3]=1.[NH2:29][CH2:30][CH2:31][O:32][CH2:33][CH2:34][OH:35], predict the reaction product. The product is: [OH:35][CH2:34][CH2:33][O:32][CH2:31][CH2:30][NH:29][C:2]1[CH:11]=[C:10]2[C:5]([CH:6]=[C:7]([C:18]3[CH:19]=[CH:20][C:21]4[O:26][CH2:25][C:24](=[O:27])[NH:23][C:22]=4[CH:28]=3)[CH:8]([C:12]3[CH:17]=[CH:16][CH:15]=[CH:14][CH:13]=3)[O:9]2)=[CH:4][CH:3]=1. (4) The product is: [CH3:13][O:14][C:5]1[N:4]=[C:3]([NH2:2])[N:8]=[C:7]([NH2:9])[CH:6]=1. Given the reactants [Na].[NH2:2][C:3]1[N:8]=[C:7]([NH2:9])[CH:6]=[C:5](Cl)[N:4]=1.[Na+].[Cl-].[CH3:13][OH:14], predict the reaction product. (5) Given the reactants Cl[C:2]1[C:11]2=[N:12][N:13](CC3C=CC(OC)=CC=3)[CH:14]=[C:10]2[C:9]2[CH:8]=[C:7]([O:24][CH3:25])[CH:6]=[CH:5][C:4]=2[N:3]=1.[N:26]1[NH:27][CH:28]=[C:29]2[C:34]=1[C:33]([NH2:35])=[CH:32][CH:31]=[CH:30]2.Cl, predict the reaction product. The product is: [N:26]1[NH:27][CH:28]=[C:29]2[C:34]=1[C:33]([NH:35][C:2]1[C:11]3=[N:12][NH:13][CH:14]=[C:10]3[C:9]3[CH:8]=[C:7]([O:24][CH3:25])[CH:6]=[CH:5][C:4]=3[N:3]=1)=[CH:32][CH:31]=[CH:30]2. (6) The product is: [F:45][C:46]1[CH:47]=[CH:48][C:49]([C:52]([N:54]2[CH2:59][CH2:58][N:57]3[N:60]=[C:61]([O:44][CH2:43][C:41]4[CH:40]=[CH:39][N:38]=[C:37]([CH3:36])[CH:42]=4)[CH:62]=[C:56]3[CH2:55]2)=[O:53])=[CH:50][CH:51]=1. Given the reactants N(C(OC(C)(C)C)=O)=NC(OC(C)(C)C)=O.C1(P(C2C=CC=CC=2)C2C=CC=CC=2)C=CC=CC=1.[CH3:36][C:37]1[CH:42]=[C:41]([CH2:43][OH:44])[CH:40]=[CH:39][N:38]=1.[F:45][C:46]1[CH:51]=[CH:50][C:49]([C:52]([N:54]2[CH2:59][CH2:58][N:57]3[N:60]=[C:61](O)[CH:62]=[C:56]3[CH2:55]2)=[O:53])=[CH:48][CH:47]=1, predict the reaction product. (7) Given the reactants C([O:3][C:4]([C:6]1[C:7]([Cl:14])=[N:8][C:9]([S:12][CH3:13])=[N:10][CH:11]=1)=O)C.[H-].C([Al+]CC(C)C)C(C)C.S([O-])([O-])(=O)=O.[Na+].[Na+].Cl, predict the reaction product. The product is: [Cl:14][C:7]1[C:6]([CH2:4][OH:3])=[CH:11][N:10]=[C:9]([S:12][CH3:13])[N:8]=1. (8) Given the reactants [Br:1][C:2]1[CH:11]=[C:10]2[C:5]([CH2:6][CH2:7][CH2:8][CH:9]2O)=[C:4]([F:13])[CH:3]=1.[NH:14]1[CH:18]=[C:17]([C:19]([O:21][CH:22]([CH3:24])[CH3:23])=[O:20])[N:16]=[CH:15]1.C1(P(C2C=CC=CC=2)C2C=CC=CC=2)C=CC=CC=1.N(C(OC)=O)=NC([O-])=O, predict the reaction product. The product is: [CH:22]([O:21][C:19]([C:17]1[N:16]([CH:9]2[C:10]3[C:5](=[C:4]([F:13])[CH:3]=[C:2]([Br:1])[CH:11]=3)[CH2:6][CH2:7][CH2:8]2)[CH:15]=[N:14][CH:18]=1)=[O:20])([CH3:24])[CH3:23]. (9) Given the reactants [CH3:1][N:2]1[C:6]2[CH:7]=[CH:8][C:9]([O:11][CH2:12][C:13]([OH:15])=O)=[CH:10][C:5]=2[N:4]=[CH:3]1.C1C=CC2N(O)N=NC=2C=1.CCN=C=NCCCN(C)C.[NH2:37][CH2:38][CH:39]([OH:51])[CH2:40][N:41]1[CH2:50][CH2:49][C:48]2[C:43](=[CH:44][CH:45]=[CH:46][CH:47]=2)[CH2:42]1, predict the reaction product. The product is: [CH2:42]1[C:43]2[C:48](=[CH:47][CH:46]=[CH:45][CH:44]=2)[CH2:49][CH2:50][N:41]1[CH2:40][CH:39]([OH:51])[CH2:38][NH:37][C:13](=[O:15])[CH2:12][O:11][C:9]1[CH:8]=[CH:7][C:6]2[N:2]([CH3:1])[CH:3]=[N:4][C:5]=2[CH:10]=1.